Dataset: TCR-epitope binding with 47,182 pairs between 192 epitopes and 23,139 TCRs. Task: Binary Classification. Given a T-cell receptor sequence (or CDR3 region) and an epitope sequence, predict whether binding occurs between them. (1) The epitope is LLQTGIHVRVSQPSL. Result: 0 (the TCR does not bind to the epitope). The TCR CDR3 sequence is CASSPLAGGPYEQYF. (2) Result: 1 (the TCR binds to the epitope). The TCR CDR3 sequence is CASSTAWTSGSYEQFF. The epitope is IVTDFSVIK. (3) The epitope is TPQDLNTML. The TCR CDR3 sequence is CASSLSFTEAFF. Result: 1 (the TCR binds to the epitope). (4) The epitope is LPPAYTNSF. The TCR CDR3 sequence is CASNWEGYGYTF. Result: 0 (the TCR does not bind to the epitope). (5) The epitope is KPLEFGATSAAL. The TCR CDR3 sequence is CASSRPPEGTEAFF. Result: 1 (the TCR binds to the epitope). (6) The epitope is KMQRMLLEK. The TCR CDR3 sequence is CASSYRDSAKNIQYF. Result: 0 (the TCR does not bind to the epitope). (7) The epitope is GPGHKARVL. The TCR CDR3 sequence is CATSRVGQWNTEAFF. Result: 1 (the TCR binds to the epitope).